Dataset: Forward reaction prediction with 1.9M reactions from USPTO patents (1976-2016). Task: Predict the product of the given reaction. (1) Given the reactants [CH2:1]([O:3][C:4]1[CH:12]=[CH:11][C:7]([C:8]([OH:10])=O)=[CH:6][C:5]=1[N+:13]([O-:15])=[O:14])[CH3:2].S(Cl)(Cl)=O.[H-].[Na+].[NH:22]1[CH:26]=[CH:25]N=N1.N1C=CC=NN=1, predict the reaction product. The product is: [CH2:1]([O:3][C:4]1[CH:12]=[CH:11][C:7]([C:8]2[O:10][CH:25]=[CH:26][N:22]=2)=[CH:6][C:5]=1[N+:13]([O-:15])=[O:14])[CH3:2]. (2) Given the reactants [CH:1]1([CH2:4][OH:5])[CH2:3][CH2:2]1.[CH3:6][S:7](Cl)(=[O:9])=[O:8].CCN(CC)CC.Cl, predict the reaction product. The product is: [S:7]([O:5][CH2:4][CH:1]1[CH2:3][CH2:2]1)(=[O:9])(=[O:8])[CH3:6].